From a dataset of Reaction yield outcomes from USPTO patents with 853,638 reactions. Predict the reaction yield, written as a fraction of the theoretical maximum amount of product (1.0 means a 100% yield; for example, 0.34 means a 34% yield). (1) The reactants are [CH2:1]([N:5]1[C:13]2[N:12]=[CH:11][NH:10][C:9]=2[C:8](=[O:14])[N:7]2[CH:15]=[N:16][N:17]=[C:6]12)[CH2:2][CH2:3][CH3:4].[Br:18]N1C(=O)CCC1=O. The catalyst is C1COCC1. The product is [Br:18][C:11]1[NH:10][C:9]2[C:8](=[O:14])[N:7]3[CH:15]=[N:16][N:17]=[C:6]3[N:5]([CH2:1][CH2:2][CH2:3][CH3:4])[C:13]=2[N:12]=1. The yield is 0.0600. (2) The reactants are [CH2:1]([O:8][C:9]([N:11]1[CH2:15][CH2:14][CH2:13][C@H:12]1[C:16]1[N:17]=[C:18]2[C:23](Br)=[CH:22][CH:21]=[CH:20][N:19]2[CH:25]=1)=[O:10])[C:2]1[CH:7]=[CH:6][CH:5]=[CH:4][CH:3]=1.[CH3:26][O:27][C:28]1[CH:33]=[CH:32][CH:31]=[CH:30][C:29]=1B(O)O.C(=O)([O-])[O-].[K+].[K+]. The catalyst is [Pd].C1(P(C2C=CC=CC=2)C2C=CC=CC=2)C=CC=CC=1.C1(P(C2C=CC=CC=2)C2C=CC=CC=2)C=CC=CC=1.C1(P(C2C=CC=CC=2)C2C=CC=CC=2)C=CC=CC=1.C1(P(C2C=CC=CC=2)C2C=CC=CC=2)C=CC=CC=1. The product is [CH2:1]([O:8][C:9]([N:11]1[CH2:15][CH2:14][CH2:13][C@H:12]1[C:16]1[N:17]=[C:18]2[C:23]([C:29]3[CH:30]=[CH:31][CH:32]=[CH:33][C:28]=3[O:27][CH3:26])=[CH:22][CH:21]=[CH:20][N:19]2[CH:25]=1)=[O:10])[C:2]1[CH:7]=[CH:6][CH:5]=[CH:4][CH:3]=1. The yield is 0.780.